This data is from Forward reaction prediction with 1.9M reactions from USPTO patents (1976-2016). The task is: Predict the product of the given reaction. (1) Given the reactants [OH:1][CH:2]1[CH2:6][NH:5][C@H:4]([C:7]([OH:9])=[O:8])[CH2:3]1.O.C(N(CC)CC)C.[CH3:18][C:19]1[CH:24]=[CH:23][CH:22]=[CH:21][C:20]=1[C:25]1[CH:30]=[CH:29][C:28]([C:31](Cl)=[O:32])=[CH:27][CH:26]=1, predict the reaction product. The product is: [OH:1][C@H:2]1[CH2:6][N:5]([C:31]([C:28]2[CH:27]=[CH:26][C:25]([C:20]3[CH:21]=[CH:22][CH:23]=[CH:24][C:19]=3[CH3:18])=[CH:30][CH:29]=2)=[O:32])[C@H:4]([C:7]([OH:9])=[O:8])[CH2:3]1. (2) Given the reactants [Cl:1][C:2]1[CH:27]=[CH:26][C:5]([O:6][C:7]([N:9]([CH3:25])[C@H:10]2[CH2:15][CH2:14][C@H:13]([C:16]#[C:17][CH2:18][CH2:19]OS(C)(=O)=O)[CH2:12][CH2:11]2)=[O:8])=[CH:4][CH:3]=1.[CH3:28][NH:29][CH3:30], predict the reaction product. The product is: [Cl:1][C:2]1[CH:27]=[CH:26][C:5]([O:6][C:7](=[O:8])[N:9]([C@H:10]2[CH2:15][CH2:14][C@H:13]([C:16]#[C:17][CH2:18][CH2:19][N:29]([CH3:30])[CH3:28])[CH2:12][CH2:11]2)[CH3:25])=[CH:4][CH:3]=1. (3) Given the reactants [C:1]1([CH:8]=[CH:7][CH:6]=[C:4]([OH:5])[CH:3]=1)O.[CH3:9][O-:10].[Na+], predict the reaction product. The product is: [O:10]([C:1]1[CH:3]=[C:4]([OH:5])[CH:6]=[CH:7][CH:8]=1)[C:9]1[CH:7]=[CH:8][CH:1]=[CH:3][CH:4]=1. (4) Given the reactants [OH:1][N:2]1[C:6](=[O:7])[C:5]2=[CH:8][CH:9]=[CH:10][CH:11]=[C:4]2[C:3]1=[O:12].[CH:13]1(Br)[CH2:17][CH2:16][CH2:15][CH2:14]1.CCCCCCC=CCCC, predict the reaction product. The product is: [CH:13]1([O:1][N:2]2[C:3](=[O:12])[C:4]3[C:5](=[CH:8][CH:9]=[CH:10][CH:11]=3)[C:6]2=[O:7])[CH2:17][CH2:16][CH2:15][CH2:14]1. (5) Given the reactants Cl[C:2]1[N:7]=[CH:6][C:5]2[N:8]=[CH:9][N:10]([CH2:11][CH3:12])[C:4]=2[CH:3]=1.[CH3:13][O:14][CH:15]1[CH2:20][CH2:19][N:18]([C:21]2[N:26]=[C:25]([NH2:27])[CH:24]=[CH:23][N:22]=2)[CH2:17][CH2:16]1.CC(C1C=C(C(C)C)C(C2C=CC=CC=2P(C2CCCCC2)C2CCCCC2)=C(C(C)C)C=1)C.C([O-])([O-])=O.[Cs+].[Cs+], predict the reaction product. The product is: [CH2:11]([N:10]1[C:4]2[CH:3]=[C:2]([NH:27][C:25]3[CH:24]=[CH:23][N:22]=[C:21]([N:18]4[CH2:17][CH2:16][CH:15]([O:14][CH3:13])[CH2:20][CH2:19]4)[N:26]=3)[N:7]=[CH:6][C:5]=2[N:8]=[CH:9]1)[CH3:12]. (6) The product is: [ClH:12].[CH3:1][C@@H:2]1[CH2:7][CH2:6][CH2:5][NH:4][C@@H:3]1[C:8]([O:10][CH3:11])=[O:9]. Given the reactants [CH3:1][C:2]1[C:3]([C:8]([O:10][CH3:11])=[O:9])=[N:4][CH:5]=[CH:6][CH:7]=1.[ClH:12], predict the reaction product.